Task: Predict which catalyst facilitates the given reaction.. Dataset: Catalyst prediction with 721,799 reactions and 888 catalyst types from USPTO Reactant: [N:1]1([CH:7]2[CH2:10][N:9]([C:11]([C:13]3[S:17][C:16]4[CH:18]=[C:19]([C:22]([F:25])([F:24])[F:23])[CH:20]=[CH:21][C:15]=4[CH:14]=3)=[O:12])[CH2:8]2)[CH2:6][CH2:5][NH:4][CH2:3][CH2:2]1.Br[C:27]1[N:32]=[CH:31][CH:30]=[CH:29][N:28]=1.C([O-])([O-])=O.[K+].[K+]. Product: [N:28]1[CH:29]=[CH:30][CH:31]=[N:32][C:27]=1[N:4]1[CH2:5][CH2:6][N:1]([CH:7]2[CH2:10][N:9]([C:11]([C:13]3[S:17][C:16]4[CH:18]=[C:19]([C:22]([F:23])([F:25])[F:24])[CH:20]=[CH:21][C:15]=4[CH:14]=3)=[O:12])[CH2:8]2)[CH2:2][CH2:3]1. The catalyst class is: 20.